This data is from NCI-60 drug combinations with 297,098 pairs across 59 cell lines. The task is: Regression. Given two drug SMILES strings and cell line genomic features, predict the synergy score measuring deviation from expected non-interaction effect. (1) Drug 1: CCC1(CC2CC(C3=C(CCN(C2)C1)C4=CC=CC=C4N3)(C5=C(C=C6C(=C5)C78CCN9C7C(C=CC9)(C(C(C8N6C=O)(C(=O)OC)O)OC(=O)C)CC)OC)C(=O)OC)O.OS(=O)(=O)O. Drug 2: CN(C(=O)NC(C=O)C(C(C(CO)O)O)O)N=O. Cell line: SW-620. Synergy scores: CSS=8.33, Synergy_ZIP=-7.74, Synergy_Bliss=-6.20, Synergy_Loewe=-27.8, Synergy_HSA=-7.35. (2) Drug 1: CC1=C2C(C(=O)C3(C(CC4C(C3C(C(C2(C)C)(CC1OC(=O)C(C(C5=CC=CC=C5)NC(=O)OC(C)(C)C)O)O)OC(=O)C6=CC=CC=C6)(CO4)OC(=O)C)OC)C)OC. Drug 2: CC1=C(C(CCC1)(C)C)C=CC(=CC=CC(=CC(=O)O)C)C. Cell line: SF-268. Synergy scores: CSS=45.6, Synergy_ZIP=11.7, Synergy_Bliss=12.5, Synergy_Loewe=-21.0, Synergy_HSA=8.55. (3) Drug 1: CC1OCC2C(O1)C(C(C(O2)OC3C4COC(=O)C4C(C5=CC6=C(C=C35)OCO6)C7=CC(=C(C(=C7)OC)O)OC)O)O. Cell line: CAKI-1. Drug 2: C1CCC(CC1)NC(=O)N(CCCl)N=O. Synergy scores: CSS=56.2, Synergy_ZIP=-4.66, Synergy_Bliss=-3.04, Synergy_Loewe=0.987, Synergy_HSA=3.56. (4) Drug 1: C1=C(C(=O)NC(=O)N1)F. Drug 2: C(CN)CNCCSP(=O)(O)O. Cell line: HOP-62. Synergy scores: CSS=28.9, Synergy_ZIP=2.11, Synergy_Bliss=1.62, Synergy_Loewe=-9.48, Synergy_HSA=1.84. (5) Drug 1: COC1=C(C=C2C(=C1)N=CN=C2NC3=CC(=C(C=C3)F)Cl)OCCCN4CCOCC4. Drug 2: C1=NC(=NC(=O)N1C2C(C(C(O2)CO)O)O)N. Cell line: M14. Synergy scores: CSS=14.6, Synergy_ZIP=-3.38, Synergy_Bliss=2.42, Synergy_Loewe=2.54, Synergy_HSA=3.15. (6) Drug 1: CC1OCC2C(O1)C(C(C(O2)OC3C4COC(=O)C4C(C5=CC6=C(C=C35)OCO6)C7=CC(=C(C(=C7)OC)O)OC)O)O. Drug 2: CCCS(=O)(=O)NC1=C(C(=C(C=C1)F)C(=O)C2=CNC3=C2C=C(C=N3)C4=CC=C(C=C4)Cl)F. Cell line: SNB-19. Synergy scores: CSS=29.2, Synergy_ZIP=3.53, Synergy_Bliss=3.65, Synergy_Loewe=-15.2, Synergy_HSA=1.43. (7) Synergy scores: CSS=1.38, Synergy_ZIP=-7.93, Synergy_Bliss=-5.17, Synergy_Loewe=-4.59, Synergy_HSA=-5.47. Cell line: K-562. Drug 2: B(C(CC(C)C)NC(=O)C(CC1=CC=CC=C1)NC(=O)C2=NC=CN=C2)(O)O. Drug 1: C1=CC(=CC=C1CCCC(=O)O)N(CCCl)CCCl. (8) Drug 1: CC1=C2C(C(=O)C3(C(CC4C(C3C(C(C2(C)C)(CC1OC(=O)C(C(C5=CC=CC=C5)NC(=O)OC(C)(C)C)O)O)OC(=O)C6=CC=CC=C6)(CO4)OC(=O)C)OC)C)OC. Drug 2: CN(CC1=CN=C2C(=N1)C(=NC(=N2)N)N)C3=CC=C(C=C3)C(=O)NC(CCC(=O)O)C(=O)O. Cell line: CAKI-1. Synergy scores: CSS=43.4, Synergy_ZIP=-2.45, Synergy_Bliss=-2.32, Synergy_Loewe=-7.22, Synergy_HSA=2.85. (9) Drug 1: C1=CC(=C2C(=C1NCCNCCO)C(=O)C3=C(C=CC(=C3C2=O)O)O)NCCNCCO. Drug 2: CC1=C(C(CCC1)(C)C)C=CC(=CC=CC(=CC(=O)O)C)C. Cell line: MALME-3M. Synergy scores: CSS=47.1, Synergy_ZIP=3.53, Synergy_Bliss=3.11, Synergy_Loewe=8.25, Synergy_HSA=10.2. (10) Drug 1: C1=CC(=CC=C1CCC2=CNC3=C2C(=O)NC(=N3)N)C(=O)NC(CCC(=O)O)C(=O)O. Drug 2: C1CC(=O)NC(=O)C1N2C(=O)C3=CC=CC=C3C2=O. Cell line: K-562. Synergy scores: CSS=44.5, Synergy_ZIP=1.45, Synergy_Bliss=0.821, Synergy_Loewe=-18.1, Synergy_HSA=0.510.